This data is from Forward reaction prediction with 1.9M reactions from USPTO patents (1976-2016). The task is: Predict the product of the given reaction. Given the reactants Cl.[C:2]1([C@@H:8]2[CH2:10][C@H:9]2[CH2:11][NH2:12])[CH:7]=[CH:6][CH:5]=[CH:4][CH:3]=1.[CH:13](=O)[C:14]1[CH:19]=[CH:18][CH:17]=[CH:16][CH:15]=1.C([BH3-])#N.[Na+], predict the reaction product. The product is: [CH2:13]([NH:12][CH2:11][C@@H:9]1[CH2:10][C@H:8]1[C:2]1[CH:7]=[CH:6][CH:5]=[CH:4][CH:3]=1)[C:14]1[CH:19]=[CH:18][CH:17]=[CH:16][CH:15]=1.